From a dataset of Forward reaction prediction with 1.9M reactions from USPTO patents (1976-2016). Predict the product of the given reaction. (1) Given the reactants [F:1][C:2]1[C:3]2[CH:4]=[C:5]3[C:14]4[N:15]=[C:16]([C:19]5[C:20]([N:39]([CH3:44])[S:40]([CH3:43])(=[O:42])=[O:41])=[CH:21][C:22]6[O:26][C:25]([C:27]7[CH:32]=[CH:31][C:30]([F:33])=[CH:29][CH:28]=7)=[C:24]([C:34](=[O:37])[NH:35][CH3:36])[C:23]=6[CH:38]=5)[CH:17]=[CH:18][C:13]=4[O:12][CH:11]([CH2:45][NH:46][CH2:47][C:48]([O:50]CC)=[O:49])[N:6]3[C:7]=2[CH:8]=[CH:9][CH:10]=1.O[Li].O, predict the reaction product. The product is: [F:1][C:2]1[C:3]2[CH:4]=[C:5]3[C:14]4[N:15]=[C:16]([C:19]5[C:20]([N:39]([CH3:44])[S:40]([CH3:43])(=[O:42])=[O:41])=[CH:21][C:22]6[O:26][C:25]([C:27]7[CH:28]=[CH:29][C:30]([F:33])=[CH:31][CH:32]=7)=[C:24]([C:34](=[O:37])[NH:35][CH3:36])[C:23]=6[CH:38]=5)[CH:17]=[CH:18][C:13]=4[O:12][CH:11]([CH2:45][NH:46][CH2:47][C:48]([OH:50])=[O:49])[N:6]3[C:7]=2[CH:8]=[CH:9][CH:10]=1. (2) Given the reactants [Cl:1][C:2]1[C:10]2[S:9][C:8]([C:11](O)=[O:12])=[CH:7][C:6]=2[CH:5]=[CH:4][CH:3]=1.O, predict the reaction product. The product is: [Cl:1][C:2]1[C:10]2[S:9][C:8]([CH2:11][OH:12])=[CH:7][C:6]=2[CH:5]=[CH:4][CH:3]=1. (3) Given the reactants [Cl:1][C:2]1[N:10]=[CH:9][CH:8]=[CH:7][C:3]=1[C:4]([OH:6])=O.[CH2:11]([NH:18][CH2:19][CH2:20][O:21][Si:22]([C:25]([CH3:28])([CH3:27])[CH3:26])([CH3:24])[CH3:23])[C:12]1[CH:17]=[CH:16][CH:15]=[CH:14][CH:13]=1.C1C=CC2N(O)N=NC=2C=1.CCN=C=NCCCN(C)C.Cl, predict the reaction product. The product is: [CH2:11]([N:18]([CH2:19][CH2:20][O:21][Si:22]([C:25]([CH3:28])([CH3:27])[CH3:26])([CH3:23])[CH3:24])[C:4](=[O:6])[C:3]1[CH:7]=[CH:8][CH:9]=[N:10][C:2]=1[Cl:1])[C:12]1[CH:17]=[CH:16][CH:15]=[CH:14][CH:13]=1. (4) Given the reactants O[C:2]1[CH:7]=[C:6](OC)[CH:5]=[C:4]([O:10]C)[C:3]=1[CH:12](SCCC(O)=O)[CH2:13]C(C)C.CC1C=C[C@@H](C(C)C)CC=1.[N+](CC)([O-])=O.[C].[S].CN(C1C=CC2N=C3C(=CC(C=C3)=[N+](C)C)SC=2C=1)C, predict the reaction product. The product is: [CH:7]1[CH:2]=[C:3]2[CH:12]=[CH:13][O:10][C:4]2=[CH:5][CH:6]=1. (5) Given the reactants [OH:1][S:2]([OH:5])(=[O:4])=[O:3].[Br:6][C:7]1[N:8]=[C:9]2[C:15]([CH2:16][OH:17])=[CH:14][NH:13][C:10]2=[N:11][CH:12]=1.[CH3:18][C:19]([CH3:21])=[O:20].OS(O)(=O)=O.[O:27]=[Cr:28](=[O:30])=[O:29], predict the reaction product. The product is: [CH3:18][C:19]([CH3:21])=[O:20].[OH:4][S:2]([OH:5])(=[O:3])=[O:1].[O:27]=[Cr:28](=[O:30])=[O:29].[Br:6][C:7]1[N:8]=[C:9]2[C:15]([CH:16]=[O:17])=[CH:14][NH:13][C:10]2=[N:11][CH:12]=1. (6) Given the reactants [F:1][C:2]1[CH:3]=[CH:4][C:5]([O:10][CH2:11][C:12]2[CH:17]=[CH:16][C:15]([F:18])=[CH:14][CH:13]=2)=[C:6]([CH:9]=1)[CH:7]=[O:8].[CH:19]([C:21]([CH3:23])=[O:22])=[CH2:20].C(N(CC)CC)C, predict the reaction product. The product is: [F:1][C:2]1[CH:3]=[CH:4][C:5]([O:10][CH2:11][C:12]2[CH:17]=[CH:16][C:15]([F:18])=[CH:14][CH:13]=2)=[C:6]([C:7](=[O:8])[CH2:20][CH2:19][C:21](=[O:22])[CH3:23])[CH:9]=1.